From a dataset of Peptide-MHC class I binding affinity with 185,985 pairs from IEDB/IMGT. Regression. Given a peptide amino acid sequence and an MHC pseudo amino acid sequence, predict their binding affinity value. This is MHC class I binding data. The MHC is H-2-Kb with pseudo-sequence H-2-Kb. The peptide sequence is FEFINSLL. The binding affinity (normalized) is 0.0871.